Predict the reaction yield, written as a fraction of the theoretical maximum amount of product (1.0 means a 100% yield; for example, 0.34 means a 34% yield). From a dataset of Buchwald-Hartwig C-N cross coupling reaction yields with 55,370 reactions. (1) The reactants are Clc1cccnc1.Cc1ccc(N)cc1.O=S(=O)(O[Pd]1c2ccccc2-c2ccccc2N~1)C(F)(F)F.CC(C)c1cc(C(C)C)c(-c2ccccc2P(C2CCCCC2)C2CCCCC2)c(C(C)C)c1.CCN=P(N=P(N(C)C)(N(C)C)N(C)C)(N(C)C)N(C)C.CCOC(=O)c1cc(C)on1. No catalyst specified. The product is Cc1ccc(Nc2cccnc2)cc1. The yield is 0.209. (2) The reactants are COc1ccc(I)cc1.Cc1ccc(N)cc1.O=S(=O)(O[Pd]1c2ccccc2-c2ccccc2N~1)C(F)(F)F.COc1ccc(OC)c(P([C@]23C[C@H]4C[C@H](C[C@H](C4)C2)C3)[C@]23C[C@H]4C[C@H](C[C@H](C4)C2)C3)c1-c1c(C(C)C)cc(C(C)C)cc1C(C)C.CCN=P(N=P(N(C)C)(N(C)C)N(C)C)(N(C)C)N(C)C.Cc1cc(-n2cccc2)no1. No catalyst specified. The product is COc1ccc(Nc2ccc(C)cc2)cc1. The yield is 0.495. (3) The reactants are Ic1cccnc1.Cc1ccc(N)cc1.O=S(=O)(O[Pd]1c2ccccc2-c2ccccc2N~1)C(F)(F)F.COc1ccc(OC)c(P([C@]23C[C@H]4C[C@H](C[C@H](C4)C2)C3)[C@]23C[C@H]4C[C@H](C[C@H](C4)C2)C3)c1-c1c(C(C)C)cc(C(C)C)cc1C(C)C.CCN=P(N=P(N(C)C)(N(C)C)N(C)C)(N(C)C)N(C)C.CCOC(=O)c1cc(OC)no1. No catalyst specified. The product is Cc1ccc(Nc2cccnc2)cc1. The yield is 0.610. (4) The reactants are Ic1cccnc1.Cc1ccc(N)cc1.O=S(=O)(O[Pd]1c2ccccc2-c2ccccc2N~1)C(F)(F)F.CC(C)c1cc(C(C)C)c(-c2ccccc2P(C(C)(C)C)C(C)(C)C)c(C(C)C)c1.CN(C)C(=NC(C)(C)C)N(C)C.Fc1cccc(F)c1-c1ccno1. No catalyst specified. The product is Cc1ccc(Nc2cccnc2)cc1. The yield is 0.622.